Dataset: Reaction yield outcomes from USPTO patents with 853,638 reactions. Task: Predict the reaction yield, written as a fraction of the theoretical maximum amount of product (1.0 means a 100% yield; for example, 0.34 means a 34% yield). (1) The reactants are O=S(Cl)Cl.[C:5]([C:9]1[NH:10][C:11]2[C:16]([CH:17]=1)=[CH:15][C:14]([N+:18]([O-:20])=[O:19])=[CH:13][C:12]=2[C:21]([OH:23])=[O:22])([CH3:8])([CH3:7])[CH3:6].[CH3:24]O. No catalyst specified. The product is [C:5]([C:9]1[NH:10][C:11]2[C:16]([CH:17]=1)=[CH:15][C:14]([N+:18]([O-:20])=[O:19])=[CH:13][C:12]=2[C:21]([O:23][CH3:24])=[O:22])([CH3:8])([CH3:6])[CH3:7]. The yield is 0.700. (2) The reactants are [C:1]([NH:20][CH2:21][C:22]1[O:23][CH2:24][CH2:25][CH2:26][CH:27]=1)([C:14]1[CH:19]=[CH:18][CH:17]=[CH:16][CH:15]=1)([C:8]1[CH:13]=[CH:12][CH:11]=[CH:10][CH:9]=1)[C:2]1[CH:7]=[CH:6][CH:5]=[CH:4][CH:3]=1.[OH-:28].[Na+].OO. The catalyst is O1CCCC1. The product is [C:1]([NH:20][CH2:21][CH:22]1[CH:27]([OH:28])[CH2:26][CH2:25][CH2:24][O:23]1)([C:8]1[CH:13]=[CH:12][CH:11]=[CH:10][CH:9]=1)([C:14]1[CH:15]=[CH:16][CH:17]=[CH:18][CH:19]=1)[C:2]1[CH:3]=[CH:4][CH:5]=[CH:6][CH:7]=1. The yield is 0.800. (3) The reactants are [NH:1]1[CH2:6][CH2:5][CH:4]([NH:7][C:8](=[O:14])[O:9][C:10]([CH3:13])([CH3:12])[CH3:11])[CH2:3][CH2:2]1.FC(F)(F)S(O[C:21]1[CH:30]=[CH:29][C:28]2[N:27]([C:31](=[O:33])[CH3:32])[CH:26]([CH:34]3[CH2:36][CH2:35]3)[CH:25]([CH3:37])[CH:24]([NH:38][C:39]3[CH:44]=[CH:43][CH:42]=[CH:41][CH:40]=3)[C:23]=2[N:22]=1)(=O)=O.C(=O)([O-])[O-].[Cs+].[Cs+].C1C=CC(P(C2C(C3C(P(C4C=CC=CC=4)C4C=CC=CC=4)=CC=C4C=3C=CC=C4)=C3C(C=CC=C3)=CC=2)C2C=CC=CC=2)=CC=1. The catalyst is C1(C)C=CC=CC=1.CO.C1C=CC(/C=C/C(/C=C/C2C=CC=CC=2)=O)=CC=1.C1C=CC(/C=C/C(/C=C/C2C=CC=CC=2)=O)=CC=1.C1C=CC(/C=C/C(/C=C/C2C=CC=CC=2)=O)=CC=1.[Pd].[Pd]. The product is [C:31]([N:27]1[C@@H:26]([CH:34]2[CH2:36][CH2:35]2)[C@H:25]([CH3:37])[C@@H:24]([NH:38][C:39]2[CH:44]=[CH:43][CH:42]=[CH:41][CH:40]=2)[C:23]2[N:22]=[C:21]([N:1]3[CH2:2][CH2:3][CH:4]([NH:7][C:8](=[O:14])[O:9][C:10]([CH3:11])([CH3:13])[CH3:12])[CH2:5][CH2:6]3)[CH:30]=[CH:29][C:28]1=2)(=[O:33])[CH3:32]. The yield is 0.140. (4) The reactants are [F:1][C:2]1[CH:7]=[CH:6][C:5]([C:8]([C:10]2[N:19]=[C:18]([NH:20][C:21]3[CH:25]=[C:24]([CH3:26])[NH:23][N:22]=3)[C:17]3[C:12](=[CH:13][CH:14]=[CH:15][CH:16]=3)[N:11]=2)=O)=[CH:4][CH:3]=1.[CH:27]1([NH2:30])[CH2:29][CH2:28]1.[BH4-].[Na+].CO. The catalyst is CC(O)C. The product is [CH:27]1([NH:30][CH:8]([C:5]2[CH:6]=[CH:7][C:2]([F:1])=[CH:3][CH:4]=2)[C:10]2[N:19]=[C:18]([NH:20][C:21]3[CH:25]=[C:24]([CH3:26])[NH:23][N:22]=3)[C:17]3[C:12](=[CH:13][CH:14]=[CH:15][CH:16]=3)[N:11]=2)[CH2:29][CH2:28]1. The yield is 0.0900. (5) The reactants are [Cl:1][C:2]1[C:11]2[C:6](=[CH:7][C:8]([S:12]([O:15]C3C(F)=C(F)C(F)=C(F)C=3F)(=O)=[O:13])=[CH:9][CH:10]=2)[N:5]=[CH:4][CH:3]=1.[S:27]1[CH:31]=[N:30][N:29]=[C:28]1[NH2:32].C(=O)([O-])[O-].[Cs+].[Cs+]. No catalyst specified. The product is [Cl:1][C:2]1[C:11]2[C:6](=[CH:7][C:8]([S:12]([NH:32][C:28]3[S:27][CH:31]=[N:30][N:29]=3)(=[O:15])=[O:13])=[CH:9][CH:10]=2)[N:5]=[CH:4][CH:3]=1. The yield is 0.407. (6) The product is [S:78]([C:75]1[CH:76]=[CH:77][C:72]([CH3:82])=[CH:73][CH:74]=1)([O:65][CH2:64][CH:22]1[CH2:21][CH:20]([O:19][CH2:1][CH2:2][CH2:3][CH2:4][CH2:5][CH2:6][CH2:7][CH2:8][CH2:9][CH2:10][CH2:11][CH2:12][CH2:13][CH2:14][CH2:15][CH2:16][CH2:17][CH3:18])[CH:25]([O:26][CH2:27][CH2:28][CH2:29][CH2:30][CH2:31][CH2:32][CH2:33][CH2:34][CH2:35][CH2:36][CH2:37][CH2:38][CH2:39][CH2:40][CH2:41][CH2:42][CH2:43][CH3:44])[CH:24]([O:45][CH2:46][CH2:47][CH2:48][CH2:49][CH2:50][CH2:51][CH2:52][CH2:53][CH2:54][CH2:55][CH2:56][CH2:57][CH2:58][CH2:59][CH2:60][CH2:61][CH2:62][CH3:63])[CH2:23]1)(=[O:80])=[O:79]. The yield is 0.960. The reactants are [CH2:1]([O:19][CH:20]1[CH:25]([O:26][CH2:27][CH2:28][CH2:29][CH2:30][CH2:31][CH2:32][CH2:33][CH2:34][CH2:35][CH2:36][CH2:37][CH2:38][CH2:39][CH2:40][CH2:41][CH2:42][CH2:43][CH3:44])[CH:24]([O:45][CH2:46][CH2:47][CH2:48][CH2:49][CH2:50][CH2:51][CH2:52][CH2:53][CH2:54][CH2:55][CH2:56][CH2:57][CH2:58][CH2:59][CH2:60][CH2:61][CH2:62][CH3:63])[CH2:23][CH:22]([CH2:64][OH:65])[CH2:21]1)[CH2:2][CH2:3][CH2:4][CH2:5][CH2:6][CH2:7][CH2:8][CH2:9][CH2:10][CH2:11][CH2:12][CH2:13][CH2:14][CH2:15][CH2:16][CH2:17][CH3:18].N1C=CC=CC=1.[C:72]1([CH3:82])[CH:77]=[CH:76][C:75]([S:78](Cl)(=[O:80])=[O:79])=[CH:74][CH:73]=1. The catalyst is C(Cl)(Cl)Cl.CN(C1C=CN=CC=1)C. (7) The reactants are I[CH2:2][C:3]1([C:6]([O:8][C:9]([CH3:12])([CH3:11])[CH3:10])=[O:7])[CH2:5][CH2:4]1.[C:13]([O:17][C:18](=[O:27])[NH:19][CH2:20][CH:21]1[CH2:26][CH2:25][NH:24][CH2:23][CH2:22]1)([CH3:16])([CH3:15])[CH3:14].C(N(CC)C(C)C)(C)C.O. The catalyst is CN(C)C=O. The product is [C:13]([O:17][C:18]([NH:19][CH2:20][CH:21]1[CH2:22][CH2:23][N:24]([CH2:2][C:3]2([C:6]([O:8][C:9]([CH3:12])([CH3:11])[CH3:10])=[O:7])[CH2:5][CH2:4]2)[CH2:25][CH2:26]1)=[O:27])([CH3:16])([CH3:14])[CH3:15]. The yield is 0.110. (8) The reactants are C(OC(=O)[NH:10][C:11]1[C:20]2[CH2:19][CH:18]([NH:21][S:22]([CH3:25])(=[O:24])=[O:23])[CH2:17][CH2:16][C:15]=2[CH:14]=[CH:13][CH:12]=1)C1C=CC=CC=1. The catalyst is CO.C(Cl)Cl. The product is [NH2:10][C:11]1[CH:12]=[CH:13][CH:14]=[C:15]2[C:20]=1[CH2:19][CH:18]([NH:21][S:22]([CH3:25])(=[O:24])=[O:23])[CH2:17][CH2:16]2. The yield is 0.720. (9) The reactants are Cl[C:2]1[N:7]=[CH:6][N:5]=[C:4]([NH2:8])[CH:3]=1.[C:9]1(B(O)O)[CH:14]=[CH:13][CH:12]=[CH:11][CH:10]=1.C(=O)([O-])[O-].[Na+].[Na+].C(O)C. The catalyst is C(COC)OC.Cl[Pd](Cl)([P](C1C=CC=CC=1)(C1C=CC=CC=1)C1C=CC=CC=1)[P](C1C=CC=CC=1)(C1C=CC=CC=1)C1C=CC=CC=1.O. The product is [C:9]1([C:2]2[N:7]=[CH:6][N:5]=[C:4]([NH2:8])[CH:3]=2)[CH:14]=[CH:13][CH:12]=[CH:11][CH:10]=1. The yield is 0.390.